Dataset: Full USPTO retrosynthesis dataset with 1.9M reactions from patents (1976-2016). Task: Predict the reactants needed to synthesize the given product. (1) Given the product [O:9]1[C:10]2[CH:16]=[CH:15][CH:14]=[CH:13][C:11]=2[N:12]=[C:8]1[S:7][CH2:2][CH2:3][C:4]([OH:6])=[O:5], predict the reactants needed to synthesize it. The reactants are: Br[CH2:2][CH2:3][C:4]([OH:6])=[O:5].[SH:7][C:8]1[O:9][C:10]2[CH:16]=[CH:15][CH:14]=[CH:13][C:11]=2[N:12]=1.[OH-].[K+]. (2) Given the product [C:31]([O:35][C:36]([N:38]1[CH2:43][CH2:42][C:41](=[CH:22][C:20]2[O:19][N:18]=[C:17]([CH:14]([CH3:15])[CH3:16])[N:21]=2)[CH2:40][CH2:39]1)=[O:37])([CH3:34])([CH3:32])[CH3:33], predict the reactants needed to synthesize it. The reactants are: BrCC1C=C(C2OC=CC=2)N(C)N=1.[CH:14]([C:17]1[N:21]=[C:20]([CH2:22]P(=O)(OCC)OCC)[O:19][N:18]=1)([CH3:16])[CH3:15].[C:31]([O:35][C:36]([N:38]1[CH2:43][CH2:42][C:41](=O)[CH2:40][CH2:39]1)=[O:37])([CH3:34])([CH3:33])[CH3:32].